From a dataset of Full USPTO retrosynthesis dataset with 1.9M reactions from patents (1976-2016). Predict the reactants needed to synthesize the given product. Given the product [C:12]([C:2]1[CH:11]=[CH:10][CH:9]=[C:8]2[C:3]=1[CH:4]=[CH:5][CH:6]=[N:7]2)#[N:13], predict the reactants needed to synthesize it. The reactants are: I[C:2]1[CH:11]=[CH:10][CH:9]=[C:8]2[C:3]=1[CH:4]=[CH:5][CH:6]=[N:7]2.[C:12]([Cu])#[N:13].[C-]#N.[Na+].O.